From a dataset of Reaction yield outcomes from USPTO patents with 853,638 reactions. Predict the reaction yield, written as a fraction of the theoretical maximum amount of product (1.0 means a 100% yield; for example, 0.34 means a 34% yield). (1) The catalyst is C(#N)C. The reactants are [CH3:1][N:2]1[C:11]2[C:6](=[CH:7][C:8]([C:12]3[N:17]=[C:16]([C:18]([O:20][C:21]([CH3:24])([CH3:23])[CH3:22])=[O:19])[CH:15]=[CH:14][CH:13]=3)=[CH:9][CH:10]=2)[NH:5][CH2:4][CH2:3]1.[S:25]1[C:29]2[CH:30]=[CH:31][CH:32]=[CH:33][C:28]=2[N:27]=[C:26]1[NH:34][C:35](=O)[O:36]C1C=CC([N+]([O-])=O)=CC=1. The product is [S:25]1[C:29]2[CH:30]=[CH:31][CH:32]=[CH:33][C:28]=2[N:27]=[C:26]1[NH:34][C:35]([N:5]1[C:6]2[C:11](=[CH:10][CH:9]=[C:8]([C:12]3[N:17]=[C:16]([C:18]([O:20][C:21]([CH3:24])([CH3:23])[CH3:22])=[O:19])[CH:15]=[CH:14][CH:13]=3)[CH:7]=2)[N:2]([CH3:1])[CH2:3][CH2:4]1)=[O:36]. The yield is 0.850. (2) The reactants are [Cl:1][C:2]1[CH:7]=[CH:6][C:5]([S:8]([CH:11]([C:28]2[CH:33]=[C:32]([F:34])[CH:31]=[CH:30][C:29]=2[F:35])[CH:12]([CH3:27])[CH2:13][CH2:14][N:15]([S:23]([CH3:26])(=[O:25])=[O:24])C(=O)OC(C)(C)C)(=[O:10])=[O:9])=[CH:4][CH:3]=1.FC(F)(F)C(O)=O.C(OCC)(=O)C.CCCCCC. The catalyst is ClCCl. The product is [Cl:1][C:2]1[CH:7]=[CH:6][C:5]([S:8]([CH:11]([C:28]2[CH:33]=[C:32]([F:34])[CH:31]=[CH:30][C:29]=2[F:35])[CH:12]([CH3:27])[CH2:13][CH2:14][NH:15][S:23]([CH3:26])(=[O:25])=[O:24])(=[O:10])=[O:9])=[CH:4][CH:3]=1. The yield is 0.890. (3) The product is [C:30]([C:29]1[CH:32]=[CH:33][C:26]([NH:25][C:12]2[N:11]=[C:10]([N:9]=[CH:3][N:4]([CH3:6])[CH3:5])[CH:15]=[C:14]([CH2:16][C:17]3[C:22]([Cl:23])=[CH:21][CH:20]=[CH:19][C:18]=3[Cl:24])[N:13]=2)=[CH:27][CH:28]=1)#[N:31]. The yield is 0.420. The reactants are CO[CH:3](OC)[N:4]([CH3:6])[CH3:5].[NH2:9][C:10]1[CH:15]=[C:14]([CH2:16][C:17]2[C:22]([Cl:23])=[CH:21][CH:20]=[CH:19][C:18]=2[Cl:24])[N:13]=[C:12]([NH:25][C:26]2[CH:33]=[CH:32][C:29]([C:30]#[N:31])=[CH:28][CH:27]=2)[N:11]=1. No catalyst specified. (4) The catalyst is C1C=CC([P]([Pd]([P](C2C=CC=CC=2)(C2C=CC=CC=2)C2C=CC=CC=2)([P](C2C=CC=CC=2)(C2C=CC=CC=2)C2C=CC=CC=2)[P](C2C=CC=CC=2)(C2C=CC=CC=2)C2C=CC=CC=2)(C2C=CC=CC=2)C2C=CC=CC=2)=CC=1.CCOC(C)=O.C1(C)C=CC=CC=1. The product is [C:1]([O:5][C:6]([N:8]1[CH2:13][CH2:12][CH:11]([C:14]2[CH:19]=[CH:18][C:17]([NH2:20])=[C:16]([C:22]3[CH2:27][CH2:26][CH2:25][CH2:24][CH:23]=3)[CH:15]=2)[CH2:10][CH2:9]1)=[O:7])([CH3:4])([CH3:3])[CH3:2]. The reactants are [C:1]([O:5][C:6]([N:8]1[CH2:13][CH2:12][CH:11]([C:14]2[CH:19]=[CH:18][C:17]([NH2:20])=[C:16](Br)[CH:15]=2)[CH2:10][CH2:9]1)=[O:7])([CH3:4])([CH3:3])[CH3:2].[C:22]1(B(O)O)[CH2:27][CH2:26][CH2:25][CH2:24][CH:23]=1.C([O-])([O-])=O.[Na+].[Na+].C(O)C. The yield is 0.850. (5) The reactants are Br.[N:2]1[CH:7]=[CH:6][CH:5]=[C:4]([O:8][C:9]2[CH:14]=[CH:13][C:12]([C:15]3[O:19][C:18]([NH2:20])=[N:17][N:16]=3)=[CH:11][CH:10]=2)[CH:3]=1.[Br:21][C:22]1[CH:30]=[CH:29][C:25]([C:26](Cl)=[O:27])=[CH:24][CH:23]=1. The catalyst is N1C=CC=CC=1.CO. The product is [Br:21][C:22]1[CH:30]=[CH:29][C:25]([C:26]([NH:20][C:18]2[O:19][C:15]([C:12]3[CH:11]=[CH:10][C:9]([O:8][C:4]4[CH:3]=[N:2][CH:7]=[CH:6][CH:5]=4)=[CH:14][CH:13]=3)=[N:16][N:17]=2)=[O:27])=[CH:24][CH:23]=1. The yield is 0.212. (6) The catalyst is C(#N)C. The reactants are [C:1]([O:5][C@@H:6]([C:12]1[C:13]([CH3:43])=[N:14][C:15]2[N:16]([N:26]=[C:27]([C:29](=O)[NH:30][CH2:31][C:32](=[O:41])[CH2:33][C:34]3[CH:39]=[CH:38][C:37]([F:40])=[CH:36][CH:35]=3)[CH:28]=2)[C:17]=1[C:18]1[CH2:23][CH2:22][C:21]([CH3:25])([CH3:24])[CH2:20][CH:19]=1)[C:7]([O:9][CH2:10][CH3:11])=[O:8])([CH3:4])([CH3:3])[CH3:2].C1C=CC(P(C2C=CC=CC=2)C2C=CC=CC=2)=CC=1.C(Cl)(Cl)(Cl)Cl. The yield is 0.268. The product is [C:1]([O:5][C@@H:6]([C:12]1[C:13]([CH3:43])=[N:14][C:15]2[N:16]([N:26]=[C:27]([C:29]3[O:41][C:32]([CH2:33][C:34]4[CH:35]=[CH:36][C:37]([F:40])=[CH:38][CH:39]=4)=[CH:31][N:30]=3)[CH:28]=2)[C:17]=1[C:18]1[CH2:23][CH2:22][C:21]([CH3:25])([CH3:24])[CH2:20][CH:19]=1)[C:7]([O:9][CH2:10][CH3:11])=[O:8])([CH3:4])([CH3:2])[CH3:3]. (7) The reactants are [C:1]([O:5][C:6]([N:8]1[CH2:13][CH2:12][NH:11][CH2:10][CH2:9]1)=[O:7])([CH3:4])([CH3:3])[CH3:2].C(N(CC)CC)C.[F:21][C:22]1[CH:27]=[CH:26][C:25]([S:28](Cl)(=[O:30])=[O:29])=[CH:24][CH:23]=1.O. The catalyst is ClCCl. The product is [C:1]([O:5][C:6]([N:8]1[CH2:13][CH2:12][N:11]([S:28]([C:25]2[CH:26]=[CH:27][C:22]([F:21])=[CH:23][CH:24]=2)(=[O:30])=[O:29])[CH2:10][CH2:9]1)=[O:7])([CH3:4])([CH3:2])[CH3:3]. The yield is 0.560.